From a dataset of Full USPTO retrosynthesis dataset with 1.9M reactions from patents (1976-2016). Predict the reactants needed to synthesize the given product. (1) Given the product [C:1]([O:5][C:6]([N:8]1[CH2:9][CH2:10][CH:11]([CH2:14][CH:15]([OH:26])[CH2:16][CH2:17][C:18]2[CH:23]=[CH:22][C:21]([S:24][CH3:25])=[CH:20][CH:19]=2)[CH2:12][CH2:13]1)=[O:7])([CH3:4])([CH3:3])[CH3:2], predict the reactants needed to synthesize it. The reactants are: [C:1]([O:5][C:6]([N:8]1[CH2:13][CH2:12][CH:11]([CH2:14][C:15](=[O:26])[CH2:16][CH2:17][C:18]2[CH:23]=[CH:22][C:21]([S:24][CH3:25])=[CH:20][CH:19]=2)[CH2:10][CH2:9]1)=[O:7])([CH3:4])([CH3:3])[CH3:2].[BH4-].[Na+]. (2) Given the product [CH:18]1([O:23][C:24]2[CH:32]=[CH:31][C:27]([C:28]([O:10][CH2:11][CH2:12][C:13]([CH3:17])=[C:14]([F:16])[F:15])=[O:29])=[CH:26][N:25]=2)[CH2:22][CH2:21][CH2:20][CH2:19]1, predict the reactants needed to synthesize it. The reactants are: CN(C)C=O.CS([O:10][CH2:11][CH2:12][C:13]([CH3:17])=[C:14]([F:16])[F:15])(=O)=O.[CH:18]1([O:23][C:24]2[CH:32]=[CH:31][C:27]([C:28](O)=[O:29])=[CH:26][N:25]=2)[CH2:22][CH2:21][CH2:20][CH2:19]1.C(=O)([O-])O.[Na+].